From a dataset of Catalyst prediction with 721,799 reactions and 888 catalyst types from USPTO. Predict which catalyst facilitates the given reaction. (1) Reactant: C(OC(=O)[NH:7][C@H:8]([C@@H:29]1[O:33]C(=O)[N:31]([C:35]2([C:38]3[CH:43]=[CH:42][CH:41]=[C:40]([C:44]([CH3:47])([CH3:46])[CH3:45])[CH:39]=3)[CH2:37][CH2:36]2)[CH2:30]1)[CH2:9][C:10]1[CH:15]=[CH:14][C:13]([NH:16][C:17]2[CH:18]=[C:19]([C:23]3[CH:28]=[CH:27][CH:26]=[CH:25][CH:24]=3)[CH:20]=[CH:21][CH:22]=2)=[CH:12][CH:11]=1)(C)(C)C.[ClH:49]. Product: [ClH:49].[NH2:7][C@@H:8]([CH2:9][C:10]1[CH:15]=[CH:14][C:13]([NH:16][C:17]2[CH:18]=[C:19]([C:23]3[CH:28]=[CH:27][CH:26]=[CH:25][CH:24]=3)[CH:20]=[CH:21][CH:22]=2)=[CH:12][CH:11]=1)[C@H:29]([OH:33])[CH2:30][NH:31][C:35]1([C:38]2[CH:43]=[CH:42][CH:41]=[C:40]([C:44]([CH3:46])([CH3:45])[CH3:47])[CH:39]=2)[CH2:37][CH2:36]1. The catalyst class is: 116. (2) Reactant: C1(P(C2CCCCC2)C2C=CC=CC=2C2C(C(C)C)=CC(C(C)C)=CC=2C(C)C)CCCCC1.[O:35]1[CH2:40][CH2:39][N:38]([C:41]2[C:46]([NH2:47])=[CH:45][C:44]([N:48]3[CH2:53][CH2:52][O:51][CH2:50][CH2:49]3)=[CH:43][N:42]=2)[CH2:37][CH2:36]1.Cl[C:55]1[C:64]2[C:59](=[CH:60][C:61]([F:66])=[CH:62][C:63]=2[F:65])[N:58]=[C:57]([C:67]2[CH:68]=[C:69]3[C:73](=[CH:74][CH:75]=2)[N:72]([CH3:76])[CH:71]=[CH:70]3)[C:56]=1[CH3:77].CC(C)([O-])C.[Na+]. Product: [N:38]1([C:41]2[C:46]([NH:47][C:55]3[C:64]4[C:59](=[CH:60][C:61]([F:66])=[CH:62][C:63]=4[F:65])[N:58]=[C:57]([C:67]4[CH:68]=[C:69]5[C:73](=[CH:74][CH:75]=4)[N:72]([CH3:76])[CH:71]=[CH:70]5)[C:56]=3[CH3:77])=[CH:45][C:44]([N:48]3[CH2:49][CH2:50][O:51][CH2:52][CH2:53]3)=[CH:43][N:42]=2)[CH2:39][CH2:40][O:35][CH2:36][CH2:37]1. The catalyst class is: 882. (3) Reactant: [C:1](=[NH:9])([NH2:8])[C:2]1[CH:7]=[CH:6][CH:5]=[CH:4][CH:3]=1.[C:10](=[S:12])=[S:11].[S].[CH3:14][O-:15].[Na+].Cl. Product: [CH3:14][O:15][C:5]1[CH:6]=[CH:7][C:2]([C:1]2[N:8]=[C:10]([SH:12])[S:11][N:9]=2)=[CH:3][CH:4]=1. The catalyst class is: 5. (4) Reactant: C(NC(C)C)(C)C.[Li]CCCC.[S:13]1[C:17]2=[CH:18][N:19]=[CH:20][CH:21]=[C:16]2[CH:15]=[CH:14]1.[Br:22][C:23]1[CH:24]=[N:25][C:26]([Cl:29])=[N:27][CH:28]=1.ClC1C(=O)C(C#N)=C(C#N)C(=O)C=1Cl. Product: [Br:22][C:23]1[C:24]([C:14]2[S:13][C:17]3=[CH:18][N:19]=[CH:20][CH:21]=[C:16]3[CH:15]=2)=[N:25][C:26]([Cl:29])=[N:27][CH:28]=1. The catalyst class is: 1.